This data is from Full USPTO retrosynthesis dataset with 1.9M reactions from patents (1976-2016). The task is: Predict the reactants needed to synthesize the given product. (1) The reactants are: [NH2:1][C@H:2]([C:4]1[CH:9]=[CH:8][C:7]([C:10]2[C:11]3[C:12]4[CH:25]=[CH:24][S:23][C:13]=4[C:14](=O)[NH:15][C:16]=3[CH:17]=[CH:18][C:19]=2[O:20]C)=[CH:6][CH:5]=1)[CH3:3].BrB(Br)Br. Given the product [NH2:1][C@H:2]([C:4]1[CH:5]=[CH:6][C:7]([C:10]2[C:11]3[C:12]4[CH:25]=[CH:24][S:23][C:13]=4[CH:14]=[N:15][C:16]=3[CH:17]=[CH:18][C:19]=2[OH:20])=[CH:8][CH:9]=1)[CH3:3], predict the reactants needed to synthesize it. (2) Given the product [CH3:1][O:2][C:3]([C:5]1[N:6]([CH3:33])[CH:7]=[C:8]([NH:10][C:11]2[N:12]=[C:13]([CH3:32])[C:14]3[CH:20]=[C:19]([CH3:34])[C:18](=[O:22])[N:17]([CH2:23][C:24]4[CH:29]=[CH:28][C:27]([O:30][CH3:31])=[CH:26][CH:25]=4)[C:15]=3[N:16]=2)[CH:9]=1)=[O:4], predict the reactants needed to synthesize it. The reactants are: [CH3:1][O:2][C:3]([C:5]1[N:6]([CH3:33])[CH:7]=[C:8]([NH:10][C:11]2[N:12]=[C:13]([CH3:32])[C:14]3[CH:20]=[C:19](Br)[C:18](=[O:22])[N:17]([CH2:23][C:24]4[CH:29]=[CH:28][C:27]([O:30][CH3:31])=[CH:26][CH:25]=4)[C:15]=3[N:16]=2)[CH:9]=1)=[O:4].[CH3:34][Sn](C)(C)C. (3) The reactants are: [Cl:1][C:2]1[C:11]([N+:12]([O-:14])=[O:13])=[CH:10][C:9](I)=[CH:8][C:3]=1[C:4]([O:6][CH3:7])=[O:5].[CH:16]([Sn](CCCC)(CCCC)CCCC)=[CH2:17].[F-].[K+]. Given the product [Cl:1][C:2]1[C:11]([N+:12]([O-:14])=[O:13])=[CH:10][C:9]([CH:16]=[CH2:17])=[CH:8][C:3]=1[C:4]([O:6][CH3:7])=[O:5], predict the reactants needed to synthesize it.